Dataset: Forward reaction prediction with 1.9M reactions from USPTO patents (1976-2016). Task: Predict the product of the given reaction. Given the reactants [CH2:1]([O:8][C@@H:9]1[C@@H:47]([O:48][CH2:49][C:50]2[CH:55]=[CH:54][CH:53]=[CH:52][CH:51]=2)[C@H:46]([O:56][C@@H:57]2[O:124][C@H:123]([CH2:125][O:126]C(=O)C3C=CC=CC=3)[C@@H:78]([O:79][C@@H:80]3[O:112][C@H:111]([CH2:113][O:114]C(=O)C4C=CC=CC=4)[C@@H:101]([O:102]C(=O)C4C=CC=CC=4)[C@H:91]([O:92]C(=O)C4C=CC=CC=4)[C@H:81]3[O:82]C(=O)C3C=CC=CC=3)[C@H:68]([O:69]C(=O)C3C=CC=CC=3)[C@H:58]2[O:59]C(=O)C2C=CC=CC=2)[C@@H:45]([CH2:135][O:136][CH2:137][C:138]2[CH:143]=[CH:142][CH:141]=[CH:140][CH:139]=2)[O:44][C@@H:10]1[O:11][C@H:12]1[C@H:16]([O:17][CH2:18][C:19]2[CH:24]=[CH:23][CH:22]=[CH:21][CH:20]=2)[CH2:15][N:14]([C:25]([O:27][CH2:28][C:29]2[CH:34]=[CH:33][CH:32]=[CH:31][CH:30]=2)=[O:26])[C@@H:13]1[CH2:35][O:36][CH2:37][C:38]1[CH:43]=[CH:42][CH:41]=[CH:40][CH:39]=1)[C:2]1[CH:7]=[CH:6][CH:5]=[CH:4][CH:3]=1.C(=O)([O-])[O-].[K+].[K+], predict the reaction product. The product is: [CH2:1]([O:8][C@@H:9]1[C@@H:47]([O:48][CH2:49][C:50]2[CH:55]=[CH:54][CH:53]=[CH:52][CH:51]=2)[C@H:46]([O:56][C@@H:57]2[O:124][C@H:123]([CH2:125][OH:126])[C@@H:78]([O:79][C@@H:80]3[O:112][C@H:111]([CH2:113][OH:114])[C@@H:101]([OH:102])[C@H:91]([OH:92])[C@H:81]3[OH:82])[C@H:68]([OH:69])[C@H:58]2[OH:59])[C@@H:45]([CH2:135][O:136][CH2:137][C:138]2[CH:139]=[CH:140][CH:141]=[CH:142][CH:143]=2)[O:44][C@@H:10]1[O:11][C@H:12]1[C@H:16]([O:17][CH2:18][C:19]2[CH:24]=[CH:23][CH:22]=[CH:21][CH:20]=2)[CH2:15][N:14]([C:25]([O:27][CH2:28][C:29]2[CH:34]=[CH:33][CH:32]=[CH:31][CH:30]=2)=[O:26])[C@@H:13]1[CH2:35][O:36][CH2:37][C:38]1[CH:39]=[CH:40][CH:41]=[CH:42][CH:43]=1)[C:2]1[CH:7]=[CH:6][CH:5]=[CH:4][CH:3]=1.